From a dataset of Forward reaction prediction with 1.9M reactions from USPTO patents (1976-2016). Predict the product of the given reaction. Given the reactants [ClH:1].[N:2]12[CH2:9][CH2:8][CH:5]([CH2:6][CH2:7]1)[C@@H:4]([NH:10][C:11]([C:13]1[S:14][C:15]3[C:21](Br)=[CH:20][CH:19]=[CH:18][C:16]=3[CH:17]=1)=[O:12])[CH2:3]2.[OH:23][CH2:24][C:25]1[CH:30]=[CH:29][C:28](B(O)O)=[CH:27][CH:26]=1.C(=O)([O-])[O-].[Na+].[Na+], predict the reaction product. The product is: [ClH:1].[N:2]12[CH2:9][CH2:8][CH:5]([CH2:6][CH2:7]1)[C@@H:4]([NH:10][C:11]([C:13]1[S:14][C:15]3[C:21]([C:28]4[CH:29]=[CH:30][C:25]([CH2:24][OH:23])=[CH:26][CH:27]=4)=[CH:20][CH:19]=[CH:18][C:16]=3[CH:17]=1)=[O:12])[CH2:3]2.